Task: Predict the reactants needed to synthesize the given product.. Dataset: Retrosynthesis with 50K atom-mapped reactions and 10 reaction types from USPTO (1) Given the product O=[N+]([O-])c1c(F)cccc1CCNC1CCN(Cc2ccccc2)CC1, predict the reactants needed to synthesize it. The reactants are: O=C(Cc1cccc(F)c1[N+](=O)[O-])NC1CCN(Cc2ccccc2)CC1. (2) Given the product Cc1ccc(OCc2nc(-c3ccc(C(=O)O)cc3)oc2C)cc1, predict the reactants needed to synthesize it. The reactants are: COC(=O)c1ccc(-c2nc(COc3ccc(C)cc3)c(C)o2)cc1. (3) The reactants are: CC(=O)Nc1cc(C(=O)O)ccn1.NCc1cnc(OCC(F)(F)F)c(Br)c1. Given the product CC(=O)Nc1cc(C(=O)NCc2cnc(OCC(F)(F)F)c(Br)c2)ccn1, predict the reactants needed to synthesize it. (4) Given the product CN1CCC(Oc2ccc3[nH]nc(S(=O)(=O)c4cccc5ccccc45)c3c2)C1, predict the reactants needed to synthesize it. The reactants are: C=O.O=S(=O)(c1cccc2ccccc12)c1n[nH]c2ccc(OC3CCNC3)cc12. (5) The reactants are: CC(C)(C)OC(=O)[C@@H](N)CCCCNC(=O)OCc1ccccc1.CCOC(=O)C(=O)CCc1ccccc1. Given the product CCOC(=O)[C@H](CCc1ccccc1)N[C@@H](CCCCNC(=O)OCc1ccccc1)C(=O)OC(C)(C)C, predict the reactants needed to synthesize it. (6) Given the product Cc1nn(C)c(C)c1CN1CCN(c2nccnc2Cl)CC1, predict the reactants needed to synthesize it. The reactants are: Cc1nn(C)c(C)c1C=O.Clc1nccnc1N1CCNCC1. (7) The reactants are: CO.COc1cc(F)c(C(=O)O)c(F)c1. Given the product COC(=O)c1c(F)cc(OC)cc1F, predict the reactants needed to synthesize it. (8) Given the product Cc1nc(C(=O)N2CCC[C@@H](C)[C@H]2CNc2ncc(Br)cn2)c(-c2ccc(F)cc2)s1, predict the reactants needed to synthesize it. The reactants are: Cc1nc(C(=O)N2CCC[C@@H](C)[C@H]2CN)c(-c2ccc(F)cc2)s1.Clc1ncc(Br)cn1. (9) Given the product CNCc1cc2c(=O)c(C(=O)NCc3ccc(Cl)cc3)cn(C)c2o1, predict the reactants needed to synthesize it. The reactants are: CN.Cn1cc(C(=O)NCc2ccc(Cl)cc2)c(=O)c2cc(CCl)oc21.